This data is from Reaction yield outcomes from USPTO patents with 853,638 reactions. The task is: Predict the reaction yield, written as a fraction of the theoretical maximum amount of product (1.0 means a 100% yield; for example, 0.34 means a 34% yield). (1) The reactants are CC1C=CC(S(O[CH2:12][C:13]2([C:16]([F:19])([F:18])[F:17])[CH2:15][CH2:14]2)(=O)=O)=CC=1.[C-:20]#[N:21].[K+]. The catalyst is CN(C=O)C. The product is [F:19][C:16]([F:17])([F:18])[C:13]1([CH2:12][C:20]#[N:21])[CH2:14][CH2:15]1. The yield is 0.390. (2) The reactants are [OH:1][C:2]1[CH:3]=[C:4]([NH:8][C:9]2[N:14]=[C:13]([NH:15][C:16]3[CH:21]=[CH:20][CH:19]=[C:18]([OH:22])[CH:17]=3)[C:12]([F:23])=[CH:11][N:10]=2)[CH:5]=[CH:6][CH:7]=1.OC1C=C(C=CC=1[C:32]([O:34][CH3:35])=[O:33])N.ClC1N=C(Cl)C(F)=CN=1. No catalyst specified. The product is [OH:1][C:2]1[CH:3]=[C:4]([NH:8][C:9]2[N:14]=[C:13]([NH:15][C:16]3[CH:21]=[CH:20][C:19]([C:32]([O:34][CH3:35])=[O:33])=[C:18]([OH:22])[CH:17]=3)[C:12]([F:23])=[CH:11][N:10]=2)[CH:5]=[CH:6][C:7]=1[C:32]([O:34][CH3:35])=[O:33]. The yield is 0.410.